This data is from Reaction yield outcomes from USPTO patents with 853,638 reactions. The task is: Predict the reaction yield, written as a fraction of the theoretical maximum amount of product (1.0 means a 100% yield; for example, 0.34 means a 34% yield). (1) The reactants are C([S:5]([CH2:7][C@@:8]1([CH3:15])[NH:12][C:11](=[O:13])[NH:10][C:9]1=[O:14])=[O:6])(C)(C)C.C(O)(=O)C.[OH2:20].[Cl:21]Cl.C1(C)C=CC=CC=1.CCCC(C)C. No catalyst specified. The product is [CH3:15][C@@:8]1([CH2:7][S:5]([Cl:21])(=[O:20])=[O:6])[C:9](=[O:14])[NH:10][C:11](=[O:13])[NH:12]1. The yield is 0.870. (2) The reactants are [Br:1][C:2]1[CH:10]=[CH:9][C:5]([C:6]([OH:8])=O)=[CH:4][CH:3]=1.[Cl:11][CH2:12][C:13](=[NH:16])[NH:14]O.C([O-])([O-])=O.[K+].[K+].O. The catalyst is O=S(Cl)Cl.CC(C)=O.C1(C)C=CC=CC=1. The product is [Br:1][C:2]1[CH:3]=[CH:4][C:5]([C:6]2[O:8][N:16]=[C:13]([CH2:12][Cl:11])[N:14]=2)=[CH:9][CH:10]=1. The yield is 0.200. (3) The reactants are [F:1][C:2]([F:17])([F:16])[C:3]1[CH:8]=[CH:7][C:6]([C:9]2[CH:14]=[CH:13][CH:12]=[C:11]([NH2:15])[CH:10]=2)=[CH:5][CH:4]=1.N1C=CC=CC=1.[CH3:24][S:25](Cl)(=[O:27])=[O:26]. The catalyst is ClCCl. The product is [F:1][C:2]([F:16])([F:17])[C:3]1[CH:4]=[CH:5][C:6]([C:9]2[CH:14]=[CH:13][CH:12]=[C:11]([NH:15][S:25]([CH3:24])(=[O:27])=[O:26])[CH:10]=2)=[CH:7][CH:8]=1. The yield is 0.450. (4) The catalyst is CN(C=O)C.C(OCC)(=O)C. The product is [CH2:15]([NH:22][C:11]([C:5]1[C:4](=[O:14])[N:3]([CH2:1][CH3:2])[C:8]([CH3:9])=[C:7]([CH3:10])[CH:6]=1)=[O:13])[C:16]1[CH:21]=[CH:20][CH:19]=[CH:18][CH:17]=1. The reactants are [CH2:1]([N:3]1[C:8]([CH3:9])=[C:7]([CH3:10])[CH:6]=[C:5]([C:11]([OH:13])=O)[C:4]1=[O:14])[CH3:2].[CH2:15]([NH2:22])[C:16]1[CH:21]=[CH:20][CH:19]=[CH:18][CH:17]=1.C(N(C(C)C)CC)(C)C.F[P-](F)(F)(F)(F)F.N1(O[P+](N2CCCC2)(N2CCCC2)N2CCCC2)C2C=CC=CC=2N=N1. The yield is 0.911. (5) The reactants are [CH3:1][O:2][C:3]1[CH:4]=[C:5]2[C:10](=[CH:11][C:12]=1[O:13][CH3:14])[N:9]=[CH:8][N:7]=[C:6]2[O:15][C:16]1[CH:22]=[CH:21][C:19]([NH2:20])=[CH:18][CH:17]=1.C(N(CC)CC)C.ClC(Cl)(O[C:34](=[O:40])OC(Cl)(Cl)Cl)Cl.[C:42]1([N:48]2[CH2:53][CH2:52][NH:51][CH2:50][CH2:49]2)[CH:47]=[CH:46][CH:45]=[CH:44][CH:43]=1. The catalyst is C(Cl)(Cl)Cl.O. The product is [CH3:1][O:2][C:3]1[CH:4]=[C:5]2[C:10](=[CH:11][C:12]=1[O:13][CH3:14])[N:9]=[CH:8][N:7]=[C:6]2[O:15][C:16]1[CH:22]=[CH:21][C:19]([NH:20][C:34]([N:51]2[CH2:52][CH2:53][N:48]([C:42]3[CH:47]=[CH:46][CH:45]=[CH:44][CH:43]=3)[CH2:49][CH2:50]2)=[O:40])=[CH:18][CH:17]=1. The yield is 0.790. (6) The reactants are [C:1]1([C:7]2[C:15]3[C:10](=[N:11][CH:12]=[C:13]([N:16]4[CH2:19][CH:18]([NH:20][C:21](=[O:24])[CH:22]=[CH2:23])[CH2:17]4)[CH:14]=3)[N:9](S(C3C=CC(C)=CC=3)(=O)=O)[CH:8]=2)[CH:6]=[CH:5][CH:4]=[CH:3][CH:2]=1.[OH-].[Li+]. The catalyst is O1CCOCC1. The product is [C:1]1([C:7]2[C:15]3[C:10](=[N:11][CH:12]=[C:13]([N:16]4[CH2:17][CH:18]([NH:20][C:21](=[O:24])[CH:22]=[CH2:23])[CH2:19]4)[CH:14]=3)[NH:9][CH:8]=2)[CH:2]=[CH:3][CH:4]=[CH:5][CH:6]=1. The yield is 0.270.